The task is: Predict the reaction yield, written as a fraction of the theoretical maximum amount of product (1.0 means a 100% yield; for example, 0.34 means a 34% yield).. This data is from Reaction yield outcomes from USPTO patents with 853,638 reactions. (1) The reactants are [F:1][C:2]1[CH:7]=[C:6]([C:8]2[CH:13]=[CH:12][N:11]=[C:10]3[NH:14][C:15]([C:17]4[CH:18]=[N:19][N:20]([CH3:22])[CH:21]=4)=[N:16][C:9]=23)[CH:5]=[CH:4][C:3]=1[CH2:23][NH2:24].[CH:25]1([C:28]2[N:33]=[CH:32][C:31]([C:34](O)=[O:35])=[CH:30][CH:29]=2)[CH2:27][CH2:26]1.CN(C(ON1N=NC2C=CC=NC1=2)=[N+](C)C)C.F[P-](F)(F)(F)(F)F.CCN(C(C)C)C(C)C. The catalyst is CN(C)C=O. The product is [CH:25]1([C:28]2[N:33]=[CH:32][C:31]([C:34]([NH:24][CH2:23][C:3]3[CH:4]=[CH:5][C:6]([C:8]4[CH:13]=[CH:12][N:11]=[C:10]5[NH:14][C:15]([C:17]6[CH:18]=[N:19][N:20]([CH3:22])[CH:21]=6)=[N:16][C:9]=45)=[CH:7][C:2]=3[F:1])=[O:35])=[CH:30][CH:29]=2)[CH2:27][CH2:26]1. The yield is 0.130. (2) The catalyst is C1COCC1.CN(C1C=CN=CC=1)C. The product is [F:1][C:2]1[CH:12]=[CH:11][C:5]2[N:6]([C:13]([O:15][C:16]([CH3:19])([CH3:18])[CH3:17])=[O:14])[C:7](=[O:10])[CH2:8][O:9][C:4]=2[CH:3]=1. The yield is 1.04. The reactants are [F:1][C:2]1[CH:12]=[CH:11][C:5]2[NH:6][C:7](=[O:10])[CH2:8][O:9][C:4]=2[CH:3]=1.[C:13](O[C:13]([O:15][C:16]([CH3:19])([CH3:18])[CH3:17])=[O:14])([O:15][C:16]([CH3:19])([CH3:18])[CH3:17])=[O:14].CCOC(C)=O.